From a dataset of CYP1A2 inhibition data for predicting drug metabolism from PubChem BioAssay. Regression/Classification. Given a drug SMILES string, predict its absorption, distribution, metabolism, or excretion properties. Task type varies by dataset: regression for continuous measurements (e.g., permeability, clearance, half-life) or binary classification for categorical outcomes (e.g., BBB penetration, CYP inhibition). Dataset: cyp1a2_veith. (1) The molecule is CC(C)Cn1c(-c2csc3c2CCCC3)n[nH]c1=S. The result is 1 (inhibitor). (2) The compound is C=CCn1c(SCc2ccc3c(c2)OCO3)nc2scc(-c3ccco3)c2c1=O. The result is 1 (inhibitor). (3) The compound is COc1ccc(-c2n[nH]c(C)c2-c2ccc(Cl)cc2)c(O)c1. The result is 1 (inhibitor). (4) The compound is CN(C)Cc1ccccc1-c1ccc2ncnc(N(C)Cc3ccco3)c2c1. The result is 1 (inhibitor).